From a dataset of Catalyst prediction with 721,799 reactions and 888 catalyst types from USPTO. Predict which catalyst facilitates the given reaction. (1) Reactant: C(N(CC)CC)C.Br.Br[CH:10]([C:21]1[CH:26]=[CH:25][N:24]=[C:23]([O:27][CH2:28][C:29]2[CH:34]=[CH:33][CH:32]=[CH:31][CH:30]=2)[CH:22]=1)[C:11]([C:13]1[CH:18]=[C:17]([CH3:19])[CH:16]=[C:15]([CH3:20])[CH:14]=1)=O.[NH2:35][C:36]([NH2:38])=[S:37]. Product: [CH3:20][C:15]1[CH:14]=[C:13]([C:11]2[N:35]=[C:36]([NH2:38])[S:37][C:10]=2[C:21]2[CH:26]=[CH:25][N:24]=[C:23]([O:27][CH2:28][C:29]3[CH:34]=[CH:33][CH:32]=[CH:31][CH:30]=3)[CH:22]=2)[CH:18]=[C:17]([CH3:19])[CH:16]=1. The catalyst class is: 10. (2) Reactant: [CH3:1][C:2]1[CH:3]=[CH:4][C:5]([C:8]2[CH:9]=[C:10]([CH:18]=[C:19]([C:21]([OH:30])([C:26]([F:29])([F:28])[F:27])[C:22]([F:25])([F:24])[F:23])[CH:20]=2)[C:11]([O:13]C(C)(C)C)=[O:12])=[N:6][CH:7]=1.FC(F)(F)C(O)=O. Product: [CH3:1][C:2]1[CH:3]=[CH:4][C:5]([C:8]2[CH:9]=[C:10]([CH:18]=[C:19]([C:21]([OH:30])([C:22]([F:25])([F:23])[F:24])[C:26]([F:27])([F:28])[F:29])[CH:20]=2)[C:11]([OH:13])=[O:12])=[N:6][CH:7]=1. The catalyst class is: 2. (3) Reactant: [OH-].[Na+].CO.[C:5]([C:7]([CH3:19])([CH3:18])[CH:8]([OH:17])[CH2:9][C:10]([O:12]C(C)(C)C)=[O:11])#[N:6]. Product: [C:5]([C:7]([CH3:19])([CH3:18])[CH:8]([OH:17])[CH2:9][C:10]([OH:12])=[O:11])#[N:6]. The catalyst class is: 11. (4) Reactant: [CH3:1][O:2][C:3]1[CH:10]=[CH:9][C:6]([CH:7]=O)=[C:5]([OH:11])[CH:4]=1.C[O:13][C:14](=O)[CH2:15][C:16](=[O:24])[C:17]1[CH:22]=[CH:21][C:20]([CH3:23])=[CH:19][CH:18]=1.N1CCCCC1. Product: [CH3:1][O:2][C:3]1[CH:4]=[C:5]2[C:6]([CH:7]=[C:15]([C:16](=[O:24])[C:17]3[CH:22]=[CH:21][C:20]([CH3:23])=[CH:19][CH:18]=3)[C:14](=[O:13])[O:11]2)=[CH:9][CH:10]=1. The catalyst class is: 8. (5) Reactant: [Cl:1][C:2]1[CH:7]=[CH:6][C:5]([CH2:8]Cl)=[CH:4][N:3]=1.[NH:10]1[CH2:15][CH2:14][CH2:13][CH2:12][CH2:11]1.C(=O)([O-])[O-].[K+].[K+]. Product: [Cl:1][C:2]1[CH:7]=[CH:6][C:5]([CH2:8][N:10]2[CH2:15][CH2:14][CH2:13][CH2:12][CH2:11]2)=[CH:4][N:3]=1. The catalyst class is: 10.